This data is from Reaction yield outcomes from USPTO patents with 853,638 reactions. The task is: Predict the reaction yield, written as a fraction of the theoretical maximum amount of product (1.0 means a 100% yield; for example, 0.34 means a 34% yield). (1) The reactants are Br[C:2]1[CH:3]=[CH:4][C:5](=[O:11])[N:6]([CH2:8][CH2:9][CH3:10])[CH:7]=1.[B:12]1([B:12]2[O:16][C:15]([CH3:18])([CH3:17])[C:14]([CH3:20])([CH3:19])[O:13]2)[O:16][C:15]([CH3:18])([CH3:17])[C:14]([CH3:20])([CH3:19])[O:13]1.C([O-])(=O)C.[K+].O. The catalyst is CN(C)C=O.C1C=CC(P(C2C=CC=CC=2)[C-]2C=CC=C2)=CC=1.C1C=CC(P(C2C=CC=CC=2)[C-]2C=CC=C2)=CC=1.Cl[Pd]Cl.[Fe+2].C1CCCCC1.C(OCC)(=O)C. The product is [CH2:8]([N:6]1[CH:7]=[C:2]([B:12]2[O:16][C:15]([CH3:18])([CH3:17])[C:14]([CH3:20])([CH3:19])[O:13]2)[CH:3]=[CH:4][C:5]1=[O:11])[CH2:9][CH3:10]. The yield is 0.490. (2) The reactants are Cl[C:2]1[C:11](Cl)=[N:10][C:9]2[C:4](=[CH:5][CH:6]=[CH:7][CH:8]=2)[N:3]=1.C([N:15](CC)CC)C.[NH2:20][CH:21]([CH2:24][CH:25]([CH3:27])[CH3:26])[CH2:22]O. The catalyst is O1CCOCC1.C(OCC)(=O)C. The product is [CH2:24]([C:21]1[N:20]=[C:2]2[C:11]([NH2:15])=[N:10][C:9]3[C:4](=[CH:5][CH:6]=[CH:7][CH:8]=3)[N:3]2[CH:22]=1)[CH:25]([CH3:27])[CH3:26]. The yield is 0.690. (3) The reactants are [CH3:1][C:2]1([CH3:15])[NH:7][C:6](=[O:8])[CH:5](C(OCC)=O)[C:4](=[O:14])[CH2:3]1. The catalyst is C(#N)C.O. The product is [CH3:1][C:2]1([CH3:15])[NH:7][C:6](=[O:8])[CH2:5][C:4](=[O:14])[CH2:3]1. The yield is 0.850. (4) The reactants are O=C1C2C(=CC=CC=2)C(=O)[N:3]1[O:12][CH2:13][C:14]([O:16][C:17]([CH3:20])([CH3:19])[CH3:18])=[O:15].O.NN. The catalyst is CO.O1CCCC1. The product is [NH2:3][O:12][CH2:13][C:14]([O:16][C:17]([CH3:20])([CH3:19])[CH3:18])=[O:15]. The yield is 0.870. (5) The reactants are [N:1]1([CH2:7][CH2:8][NH:9][C:10]([C:12]2[NH:13][C:14]([CH:18]=[C:19]3[C:27]4[C:26]([Cl:28])=[N:25][CH:24]=[N:23][C:22]=4[NH:21][C:20]3=[O:29])=[C:15]([CH3:17])[CH:16]=2)=[O:11])[CH2:6][CH2:5][O:4][CH2:3][CH2:2]1.[Cl:30][C:31]1[CH:32]=[C:33]([NH2:38])[CH:34]=[CH:35][C:36]=1[F:37].O.C1(C)C=CC(S(O)(=O)=O)=CC=1.CN1CCCC1=O. The catalyst is COCCOCCOC. The product is [ClH:28].[N:1]1([CH2:7][CH2:8][NH:9][C:10]([C:12]2[NH:13][C:14]([CH:18]=[C:19]3[C:27]4[C:26]([NH:38][C:33]5[CH:34]=[CH:35][C:36]([F:37])=[C:31]([Cl:30])[CH:32]=5)=[N:25][CH:24]=[N:23][C:22]=4[NH:21][C:20]3=[O:29])=[C:15]([CH3:17])[CH:16]=2)=[O:11])[CH2:2][CH2:3][O:4][CH2:5][CH2:6]1. The yield is 0.390. (6) The product is [CH3:1][O:2][C:3]1[C:23]2[C:22]([CH3:24])([CH3:25])[N:10]3[CH2:11][CH2:12][C:13]4[C:18]([CH:9]3[CH2:8][C:7]=2[CH:6]=[CH:5][C:4]=1[O:26][CH3:27])=[CH:17][C:16]1[O:19][CH2:20][O:21][C:15]=1[CH:14]=4. The reactants are [CH3:1][O:2][C:3]1[C:23]2[C:22]([CH3:25])([CH3:24])[N:10]3[CH2:11][CH2:12][C:13]4[C:18]([C:9]3=[CH:8][C:7]=2[CH:6]=[CH:5][C:4]=1[O:26][CH3:27])=[CH:17][C:16]1[O:19][CH2:20][O:21][C:15]=1[CH:14]=4.[BH4-].[Na+]. The catalyst is CO. The yield is 0.830. (7) The reactants are [CH2:1]1[O:9][C:8]2[CH:7]=[CH:6][C:5]([Br:10])=[CH:4][C:3]=2[O:2]1.[C:11]12(O)[CH2:20][CH:15]3[CH2:16][CH:17]([CH2:19][CH:13]([CH2:14]3)[CH2:12]1)[CH2:18]2.S(=O)(=O)(O)O. The catalyst is C(Cl)Cl. The product is [C:11]12([C:7]3[CH:6]=[C:5]([Br:10])[CH:4]=[C:3]4[O:2][CH2:1][O:9][C:8]=34)[CH2:20][CH:15]3[CH2:16][CH:17]([CH2:19][CH:13]([CH2:14]3)[CH2:12]1)[CH2:18]2. The yield is 0.530. (8) The reactants are [S:1]1[CH2:5][C:4](=[O:6])[NH:3][C:2]1=[O:7].Cl[CH2:9][C:10]1[CH:18]=[CH:17][C:13]2[O:14][CH2:15][O:16][C:12]=2[CH:11]=1.[F-].[K+]. The catalyst is C(Cl)Cl. The product is [O:14]1[C:13]2[CH:17]=[CH:18][C:10]([CH2:9][N:3]3[C:4](=[O:6])[CH2:5][S:1][C:2]3=[O:7])=[CH:11][C:12]=2[O:16][CH2:15]1. The yield is 0.640.